From a dataset of Full USPTO retrosynthesis dataset with 1.9M reactions from patents (1976-2016). Predict the reactants needed to synthesize the given product. The reactants are: COC(C1C=C(NS(C2C=CC(C)=CC=2)(=O)=O)C2C(=C(OCC3C=CC=CC=3)C=CC=2)N=1)=O.[CH3:34][O:35][C:36]([C:38]1[CH:47]=[C:46]([O:48]CC2C=CC=CC=2)[C:45]2[C:40](=[C:41]([N+:62]([O-])=O)[CH:42]=[CH:43][C:44]=2[N:56]2[CH2:61][CH2:60][CH2:59][CH2:58][CH2:57]2)[N:39]=1)=[O:37]. Given the product [CH3:34][O:35][C:36]([C:38]1[CH:47]=[C:46]([OH:48])[C:45]2[C:40](=[C:41]([NH2:62])[CH:42]=[CH:43][C:44]=2[N:56]2[CH2:61][CH2:60][CH2:59][CH2:58][CH2:57]2)[N:39]=1)=[O:37], predict the reactants needed to synthesize it.